Dataset: Forward reaction prediction with 1.9M reactions from USPTO patents (1976-2016). Task: Predict the product of the given reaction. (1) Given the reactants Br[C:2]1[CH:3]=[C:4]([C:8]2([C:20]3[CH:25]=[CH:24][N:23]=[CH:22][CH:21]=3)[C:12]3=[N:13][CH2:14][C:15]([F:18])([F:17])[CH2:16][N:11]3[C:10]([NH2:19])=[N:9]2)[CH:5]=[CH:6][CH:7]=1.[CH3:26][O:27][C:28]1[CH:29]=[C:30](B(O)O)[CH:31]=[N:32][CH:33]=1.C(=O)([O-])[O-:38].[Cs+].[Cs+], predict the reaction product. The product is: [C:28]([OH:27])(=[O:38])[CH3:29].[F:17][C:15]1([F:18])[CH2:16][N:11]2[C:10]([NH2:19])=[N:9][C:8]([C:4]3[CH:5]=[CH:6][CH:7]=[C:2]([C:30]4[CH:31]=[N:32][CH:33]=[C:28]([O:27][CH3:26])[CH:29]=4)[CH:3]=3)([C:20]3[CH:25]=[CH:24][N:23]=[CH:22][CH:21]=3)[C:12]2=[N:13][CH2:14]1. (2) Given the reactants [NH2:1][C:2]1[S:3][C:4]([C:10]2[C:15]([F:16])=[CH:14][C:13]([C:17]([OH:20])([CH3:19])[CH3:18])=[CH:12][C:11]=2[F:21])=[CH:5][C:6]=1[C:7]([NH2:9])=[O:8].Br[C:23]1[CH:36]=[CH:35][C:26]([C:27]([N:29]2[CH2:34][CH2:33][O:32][CH2:31][CH2:30]2)=[O:28])=[CH:25][CH:24]=1, predict the reaction product. The product is: [F:16][C:15]1[CH:14]=[C:13]([C:17]([OH:20])([CH3:18])[CH3:19])[CH:12]=[C:11]([F:21])[C:10]=1[C:4]1[S:3][C:2]([NH:1][C:23]2[CH:24]=[CH:25][C:26]([C:27]([N:29]3[CH2:34][CH2:33][O:32][CH2:31][CH2:30]3)=[O:28])=[CH:35][CH:36]=2)=[C:6]([C:7]([NH2:9])=[O:8])[CH:5]=1. (3) Given the reactants [C:1]([O:4][C@@H:5]1[C@@H:10]([O:11][C:12](=[O:14])[CH3:13])[C@H:9]([O:15][C:16](=[O:18])[CH3:17])[CH2:8][S:7][CH:6]1Br)(=[O:3])[CH3:2].[CH3:20][C:21]1[N:22]=[C:23]2[CH:28]=[CH:27][C:26]([OH:29])=[CH:25][N:24]2[CH:30]=1, predict the reaction product. The product is: [C:1]([O:4][C@@H:5]1[C@@H:10]([O:11][C:12](=[O:14])[CH3:13])[C@H:9]([O:15][C:16](=[O:18])[CH3:17])[CH2:8][S:7][C@H:6]1[O:29][C:26]1[CH:27]=[CH:28][C:23]2[N:24]([CH:30]=[C:21]([CH3:20])[N:22]=2)[CH:25]=1)(=[O:3])[CH3:2]. (4) Given the reactants CO[C:3]([C:5]1[CH:10]=[N:9][C:8](Cl)=[CH:7]N=1)=O.[C:12]([O:16][C:17]([N:19]1[CH2:24][CH2:23][CH:22]([NH2:25])[CH2:21][CH2:20]1)=[O:18])([CH3:15])([CH3:14])[CH3:13].[C:26](#N)[CH3:27].[CH2:29](N(C(C)C)C(C)C)[CH3:30], predict the reaction product. The product is: [C:12]([O:16][C:17]([N:19]1[CH2:24][CH2:23][CH:22]([NH:25][C:10]2[C:5]3[C:3](=[CH:29][CH:30]=[CH:26][CH:27]=3)[CH:7]=[CH:8][N:9]=2)[CH2:21][CH2:20]1)=[O:18])([CH3:15])([CH3:13])[CH3:14].